From a dataset of Forward reaction prediction with 1.9M reactions from USPTO patents (1976-2016). Predict the product of the given reaction. (1) Given the reactants [N+:1]([C:4]1[CH:9]=[CH:8][C:7]([CH2:10][NH:11][C:12]2[CH:17]=[CH:16][C:15]([CH2:18][CH2:19][CH2:20][CH2:21][CH2:22][CH2:23][CH2:24][CH3:25])=[CH:14][CH:13]=2)=[CH:6][CH:5]=1)([O-:3])=[O:2].[CH:26]([C:29]1[CH:34]=[CH:33][CH:32]=[C:31]([CH:35]([CH3:37])[CH3:36])[C:30]=1[N:38]=[C:39]=[O:40])([CH3:28])[CH3:27], predict the reaction product. The product is: [CH:26]([C:29]1[CH:34]=[CH:33][CH:32]=[C:31]([CH:35]([CH3:36])[CH3:37])[C:30]=1[NH:38][C:39](=[O:40])[N:11]([CH2:10][C:7]1[CH:6]=[CH:5][C:4]([N+:1]([O-:3])=[O:2])=[CH:9][CH:8]=1)[C:12]1[CH:13]=[CH:14][C:15]([CH2:18][CH2:19][CH2:20][CH2:21][CH2:22][CH2:23][CH2:24][CH3:25])=[CH:16][CH:17]=1)([CH3:27])[CH3:28]. (2) Given the reactants C[O:2][C:3](=[O:46])[CH2:4][CH2:5][NH:6][C@:7]12[CH2:42][CH2:41][C@@H:40]([C:43]([CH3:45])=[CH2:44])[C@@H:8]1[C@@H:9]1[C@@:22]([CH3:25])([CH2:23][CH2:24]2)[C@@:21]2([CH3:26])[C@@H:12]([C@:13]3([CH3:39])[C@@H:18]([CH2:19][CH2:20]2)[C:17]([CH3:28])([CH3:27])[C:16]([C:29]2[CH:38]=[CH:37][C:32]([C:33]([O:35]C)=[O:34])=[CH:31][CH:30]=2)=[CH:15][CH2:14]3)[CH2:11][CH2:10]1.[OH-].[Na+], predict the reaction product. The product is: [C:3]([CH2:4][CH2:5][NH:6][C@:7]12[CH2:42][CH2:41][C@@H:40]([C:43]([CH3:45])=[CH2:44])[C@@H:8]1[C@@H:9]1[C@@:22]([CH3:25])([CH2:23][CH2:24]2)[C@@:21]2([CH3:26])[C@@H:12]([C@:13]3([CH3:39])[C@@H:18]([CH2:19][CH2:20]2)[C:17]([CH3:28])([CH3:27])[C:16]([C:29]2[CH:30]=[CH:31][C:32]([C:33]([OH:35])=[O:34])=[CH:37][CH:38]=2)=[CH:15][CH2:14]3)[CH2:11][CH2:10]1)([OH:46])=[O:2].